Dataset: Catalyst prediction with 721,799 reactions and 888 catalyst types from USPTO. Task: Predict which catalyst facilitates the given reaction. (1) Reactant: F[C:2]1[N:7]=[CH:6][C:5]([C:8]2[CH:9]=[C:10]([NH:21][C:22](=[O:24])[CH3:23])[CH:11]=[CH:12][C:13]=2[O:14][C:15]2[CH:20]=[CH:19][CH:18]=[CH:17][CH:16]=2)=[CH:4][C:3]=1[CH3:25].[OH2:26]. Product: [CH3:25][C:3]1[C:2](=[O:26])[NH:7][CH:6]=[C:5]([C:8]2[CH:9]=[C:10]([NH:21][C:22](=[O:24])[CH3:23])[CH:11]=[CH:12][C:13]=2[O:14][C:15]2[CH:20]=[CH:19][CH:18]=[CH:17][CH:16]=2)[CH:4]=1. The catalyst class is: 15. (2) Reactant: CO[C:3]([C:5]1[CH:10]=[CH:9][C:8](B(O)O)=[CH:7][CH:6]=1)=O.[NH2:14][C:15]1[CH2:16][C:17]([C:27]([N:29]([CH2:33][CH2:34][CH3:35])[CH2:30][CH2:31][CH3:32])=[O:28])=[CH:18][C:19]2[CH:25]=[CH:24][C:23](Br)=[CH:22][C:20]=2[N:21]=1.[C:36](=[O:39])([O-])[O-:37].[K+].[K+].[C:42](#N)[CH3:43]. Product: [NH2:14][C:15]1[CH2:16][C:17]([C:27]([N:29]([CH2:33][CH2:34][CH3:35])[CH2:30][CH2:31][CH3:32])=[O:28])=[CH:18][C:19]2[CH:25]=[CH:24][C:23]([C:8]3[CH:7]=[CH:6][C:5]([CH:3]4[CH2:43][CH2:42][O:37][C:36]4=[O:39])=[CH:10][CH:9]=3)=[CH:22][C:20]=2[N:21]=1. The catalyst class is: 518.